Dataset: Peptide-MHC class I binding affinity with 185,985 pairs from IEDB/IMGT. Task: Regression. Given a peptide amino acid sequence and an MHC pseudo amino acid sequence, predict their binding affinity value. This is MHC class I binding data. The peptide sequence is EVIRATYPS. The MHC is HLA-B53:01 with pseudo-sequence HLA-B53:01. The binding affinity (normalized) is 0.213.